Dataset: Reaction yield outcomes from USPTO patents with 853,638 reactions. Task: Predict the reaction yield, written as a fraction of the theoretical maximum amount of product (1.0 means a 100% yield; for example, 0.34 means a 34% yield). (1) The reactants are [CH3:1][C:2]1[C:3]([C:22]2[CH:27]=[CH:26][CH:25]=[C:24]([C:28]([F:31])([F:30])[F:29])[CH:23]=2)=[N:4][C:5]2[C:10]([C:11]=1[C:12]([O:14][CH3:15])=[O:13])=[CH:9][C:8](SC(C)C)=[C:7]([O:20][CH3:21])[CH:6]=2.Cl[C:33]1[CH:34]=C(C=C[CH:42]=1)C(OO)=O.C([O-])(O)=O.[Na+].[O-:48][S:49]([O-:52])(=S)=O.[Na+].[Na+]. The product is [CH3:1][C:2]1[C:3]([C:22]2[CH:27]=[CH:26][CH:25]=[C:24]([C:28]([F:31])([F:29])[F:30])[CH:23]=2)=[N:4][C:5]2[C:10]([C:11]=1[C:12]([O:14][CH3:15])=[O:13])=[CH:9][C:8]([S:49]([CH:33]([CH3:34])[CH3:42])(=[O:52])=[O:48])=[C:7]([O:20][CH3:21])[CH:6]=2. The catalyst is ClCCl. The yield is 0.910. (2) The reactants are Br[C:2]1[CH:3]=[C:4]([C:8]2([CH2:21][O:22][CH2:23][C:24]3[CH:25]=[C:26]([C:34]4[CH:39]=[CH:38][C:37]([C:40]#[N:41])=[CH:36][CH:35]=4)[CH:27]=[C:28]([C:30]([F:33])([F:32])[F:31])[CH:29]=3)[CH2:13][CH2:12][N:11]([C:14]([O:16][C:17]([CH3:20])([CH3:19])[CH3:18])=[O:15])[CH2:10][CH2:9]2)[CH:5]=[CH:6][CH:7]=1.[CH3:42][N:43](C)C=O. The catalyst is [C-]#N.[Zn+2].[C-]#N. The product is [C:40]([C:37]1[CH:38]=[CH:39][C:34]([C:26]2[CH:27]=[C:28]([C:30]([F:33])([F:32])[F:31])[CH:29]=[C:24]([CH2:23][O:22][CH2:21][C:8]3([C:4]4[CH:5]=[CH:6][CH:7]=[C:2]([C:42]#[N:43])[CH:3]=4)[CH2:13][CH2:12][N:11]([C:14]([O:16][C:17]([CH3:20])([CH3:19])[CH3:18])=[O:15])[CH2:10][CH2:9]3)[CH:25]=2)=[CH:35][CH:36]=1)#[N:41]. The yield is 0.610. (3) The reactants are [H-].[OH-].[Li+].C[O:5][C:6](=[O:39])[CH:7]([NH:12][C:13]([C:15]1[N:16]=[N:17][C:18]([N:21]2[CH2:26][CH2:25][N:24]([C:27](=[O:38])[C:28]3[CH:33]=[CH:32][CH:31]=[CH:30][C:29]=3[C:34]([F:37])([F:36])[F:35])[CH2:23][CH2:22]2)=[CH:19][CH:20]=1)=[O:14])[CH2:8][CH:9]([CH3:11])[CH3:10]. The catalyst is O1CCCC1.O. The product is [CH3:10][CH:9]([CH3:11])[CH2:8][CH:7]([NH:12][C:13]([C:15]1[N:16]=[N:17][C:18]([N:21]2[CH2:22][CH2:23][N:24]([C:27](=[O:38])[C:28]3[CH:33]=[CH:32][CH:31]=[CH:30][C:29]=3[C:34]([F:37])([F:36])[F:35])[CH2:25][CH2:26]2)=[CH:19][CH:20]=1)=[O:14])[C:6]([OH:39])=[O:5]. The yield is 0.740. (4) The reactants are [CH3:1][CH:2]([CH3:20])[C@H:3]([NH:6][C:7]1[C:16]2[C:11](=[CH:12][CH:13]=[CH:14][CH:15]=2)[N:10]=[CH:9][C:8]=1[N+:17]([O-:19])=[O:18])[CH2:4][OH:5].[Si:21](Cl)([C:24]([CH3:27])([CH3:26])[CH3:25])([CH3:23])[CH3:22]. The catalyst is N1C=CC=CC=1.CN(C)C1C=CN=CC=1. The product is [Si:21]([O:5][CH2:4][C@@H:3]([NH:6][C:7]1[C:16]2[C:11](=[CH:12][CH:13]=[CH:14][CH:15]=2)[N:10]=[CH:9][C:8]=1[N+:17]([O-:19])=[O:18])[CH:2]([CH3:20])[CH3:1])([C:24]([CH3:27])([CH3:26])[CH3:25])([CH3:23])[CH3:22]. The yield is 0.200.